Dataset: Forward reaction prediction with 1.9M reactions from USPTO patents (1976-2016). Task: Predict the product of the given reaction. (1) Given the reactants [Li+].[C:2]([O-:7])(=[O:6])[C@H:3]([CH3:5])[OH:4].[I-].[Cs+].[NH2:10][C:11](=[O:54])[C:12]([CH3:53])([CH3:52])[CH2:13][NH:14][C:15]([C@H:17]([CH:49]([CH3:51])[CH3:50])[CH2:18][C@@H:19]1[O:23][CH2:22][N:21]([C:24]([O:26][CH2:27]Cl)=[O:25])[C@H:20]1[CH2:29][C@H:30]([CH2:34][C:35]1[CH:40]=[CH:39][C:38]([O:41][CH3:42])=[C:37]([O:43][CH2:44][CH2:45][CH2:46][O:47][CH3:48])[CH:36]=1)[CH:31]([CH3:33])[CH3:32])=[O:16].C(O)(=O)CC(CC(O)=O)(C(O)=O)O, predict the reaction product. The product is: [NH2:10][C:11](=[O:54])[C:12]([CH3:52])([CH3:53])[CH2:13][NH:14][C:15]([C@H:17]([CH:49]([CH3:50])[CH3:51])[CH2:18][C@@H:19]1[O:23][CH2:22][N:21]([C:24]([O:26][CH2:27][O:6][C:2](=[O:7])[C@@H:3]([OH:4])[CH3:5])=[O:25])[C@H:20]1[CH2:29][C@H:30]([CH2:34][C:35]1[CH:40]=[CH:39][C:38]([O:41][CH3:42])=[C:37]([O:43][CH2:44][CH2:45][CH2:46][O:47][CH3:48])[CH:36]=1)[CH:31]([CH3:32])[CH3:33])=[O:16]. (2) Given the reactants [Cl:1][C:2]1[N:3]=[CH:4][NH:5][C:6]=1[Cl:7].[OH-].[K+].[Br:10][CH2:11][C:12]1[CH:22]=[CH:21][C:15]([O:16][CH2:17][C:18]([OH:20])=[O:19])=[CH:14][CH:13]=1.BrCC[C:26]1[C:35]2[C:30](=[CH:31][CH:32]=[CH:33][CH:34]=2)[CH:29]=[CH:28][CH:27]=1.Br.[C:37](#N)[CH3:38], predict the reaction product. The product is: [Br-:10].[C:18]([CH2:17][O:16][C:15]1[CH:21]=[CH:22][C:12]([CH2:11][N:3]2[C:2]([Cl:1])=[C:6]([Cl:7])[N+:5]([CH2:37][CH2:38][C:28]3[CH:27]=[CH:26][C:35]4[C:30](=[CH:31][CH:32]=[CH:33][CH:34]=4)[CH:29]=3)=[CH:4]2)=[CH:13][CH:14]=1)([OH:20])=[O:19]. (3) Given the reactants [Cl:1][C:2]1[CH:3]=[C:4]([NH:9][CH:10]([C:12]2[CH:13]=[C:14]([C:29]([OH:31])=O)[CH:15]=[C:16]3[C:21]=2[O:20][C:19]([N:22]2[CH2:27][CH2:26][O:25][CH2:24][CH2:23]2)=[CH:18][C:17]3=[O:28])[CH3:11])[CH:5]=[CH:6][C:7]=1[F:8].[CH3:32][NH:33][CH2:34][CH2:35][OH:36], predict the reaction product. The product is: [Cl:1][C:2]1[CH:3]=[C:4]([NH:9][CH:10]([C:12]2[CH:13]=[C:14]([C:29]([N:33]([CH2:34][CH2:35][OH:36])[CH3:32])=[O:31])[CH:15]=[C:16]3[C:21]=2[O:20][C:19]([N:22]2[CH2:27][CH2:26][O:25][CH2:24][CH2:23]2)=[CH:18][C:17]3=[O:28])[CH3:11])[CH:5]=[CH:6][C:7]=1[F:8]. (4) Given the reactants O[C@@H:2]([CH2:18][N:19]1[C:28]2[C:23](=[CH:24][CH:25]=[C:26]([O:29]C)[N:27]=2)[CH2:22][CH2:21][C:20]1=[O:31])[CH2:3][N:4]1[CH2:9][CH2:8][CH:7]([NH:10][C:11](=[O:17])[O:12][C:13]([CH3:16])([CH3:15])[CH3:14])[CH2:6][CH2:5]1.CS(OS(C)(=O)=O)(=O)=O.[I-].[Na+], predict the reaction product. The product is: [O:29]=[C:26]1[CH:25]=[CH:24][C:23]2[CH2:22][CH2:21][C:20](=[O:31])[N:19]3[CH2:18][CH:2]([CH2:3][N:4]4[CH2:5][CH2:6][CH:7]([NH:10][C:11](=[O:17])[O:12][C:13]([CH3:14])([CH3:16])[CH3:15])[CH2:8][CH2:9]4)[N:27]1[C:28]=23. (5) The product is: [C:1]([O:5][C:6](=[O:19])[NH:7][CH2:8][C:9]1[CH:14]=[C:13]([CH2:15][N:24]([CH2:23][CH2:22][O:21][CH3:20])[CH3:25])[CH:12]=[C:11]([Cl:17])[C:10]=1[F:18])([CH3:4])([CH3:3])[CH3:2]. Given the reactants [C:1]([O:5][C:6](=[O:19])[NH:7][CH2:8][C:9]1[CH:14]=[C:13]([CH:15]=O)[CH:12]=[C:11]([Cl:17])[C:10]=1[F:18])([CH3:4])([CH3:3])[CH3:2].[CH3:20][O:21][CH2:22][CH2:23][NH:24][CH3:25].C(O)(=O)C.C(O[BH-](OC(=O)C)OC(=O)C)(=O)C.[Na+], predict the reaction product. (6) Given the reactants [Br:1][C:2]1[CH:3]=[C:4]2[C:15](=[CH:16][CH:17]=1)[O:14][C:7]1[C:8]([F:13])=[N:9][C:10]([Cl:12])=[CH:11][C:6]=1[C:5]2([NH:21]S(C(C)(C)C)=O)[CH2:18][CH2:19][OH:20].C(Cl)(=O)C, predict the reaction product. The product is: [NH2:21][C:5]1([CH2:18][CH2:19][OH:20])[C:6]2[CH:11]=[C:10]([Cl:12])[N:9]=[C:8]([F:13])[C:7]=2[O:14][C:15]2[C:4]1=[CH:3][C:2]([Br:1])=[CH:17][CH:16]=2. (7) Given the reactants [Si:1]([O:18][CH2:19][C:20]1[C:21](=[O:26])[NH:22][CH:23]=[CH:24][CH:25]=1)([C:14]([CH3:17])([CH3:16])[CH3:15])([C:8]1[CH:13]=[CH:12][CH:11]=[CH:10][CH:9]=1)[C:2]1[CH:7]=[CH:6][CH:5]=[CH:4][CH:3]=1.F[C:28]1[CH:33]=[CH:32][C:31]([N+:34]([O-:36])=[O:35])=[CH:30][C:29]=1[C:37]([F:40])([F:39])[F:38], predict the reaction product. The product is: [Si:1]([O:18][CH2:19][C:20]1[C:21](=[O:26])[N:22]([C:28]2[CH:33]=[CH:32][C:31]([N+:34]([O-:36])=[O:35])=[CH:30][C:29]=2[C:37]([F:38])([F:39])[F:40])[CH:23]=[CH:24][CH:25]=1)([C:14]([CH3:17])([CH3:15])[CH3:16])([C:8]1[CH:13]=[CH:12][CH:11]=[CH:10][CH:9]=1)[C:2]1[CH:3]=[CH:4][CH:5]=[CH:6][CH:7]=1. (8) Given the reactants [CH:1]1[C:10]2[C:5](=[CH:6][CH:7]=[CH:8][CH:9]=2)[CH:4]=[CH:3][C:2]=1[Mg]Br.[Cl:13][C:14]1[CH:22]=[C:21]2[C:17]([C:18](=[O:24])[C:19](=[O:23])[NH:20]2)=[CH:16][CH:15]=1, predict the reaction product. The product is: [Cl:13][C:14]1[CH:22]=[C:21]2[C:17]([C:18]([OH:24])([C:2]3[CH:3]=[CH:4][C:5]4[C:10](=[CH:9][CH:8]=[CH:7][CH:6]=4)[CH:1]=3)[C:19](=[O:23])[NH:20]2)=[CH:16][CH:15]=1.